This data is from Experimentally validated miRNA-target interactions with 360,000+ pairs, plus equal number of negative samples. The task is: Binary Classification. Given a miRNA mature sequence and a target amino acid sequence, predict their likelihood of interaction. (1) The miRNA is hsa-miR-4506 with sequence AAAUGGGUGGUCUGAGGCAA. The protein sequence of the target gene is MNLERLRKRVRQYLDQQQYQSALFWADKVASLSREEPQDIYWLAQCLYLTAQYHRAAHALRSRKLDKLYEACRYLAARCHYAAKEHQQALDVLDMEEPINKRLFEKYLKDESGFKDPSSDWEMSQSSIKSSICLLRGKIYDALDNRTLATYSYKEALKLDVYCFEAFDLLTSHHMLTAQEEKELLESLPLSKLCNEEQELLRFLFENKLKKYNKPSETVIPESVDGLQENLDVVVSLAERHYYNCDFKMCYKLTSVVMEKDPFHASCLPVHIGTLVELNKANELFYLSHKLVDLYPSNPV.... Result: 0 (no interaction). (2) The miRNA is hsa-miR-2355-5p with sequence AUCCCCAGAUACAAUGGACAA. The protein sequence of the target gene is MERPAPGEVVMSQAIQPAHATARGELSAGQLLKWIDTTACLAAEKHAGVSCVTASVDDIQFEETARVGQVITIKAKVTRAFSTSMEISIKVMVQDMLTGIEKLVSVAFSTFVAKPVGKEKIHLKPVTLLTEQDHVEHNLAAERRKVRLQHEDTFNNLMKESSKFDDLIFDEEEGAVSTRGTSVQSIELVLPPHANHHGNTFGGQIMAWMETVATISASRLCWAHPFLKSVDMFKFRGPSTVGDRLVFTAIVNNTFQTCVEVGVRVEAFDCQEWAEGRGRHINSAFLIYNAADDKENLITF.... Result: 0 (no interaction). (3) The miRNA is hsa-miR-296-3p with sequence GAGGGUUGGGUGGAGGCUCUCC. Result: 0 (no interaction). The protein sequence of the target gene is MTNSSFFCPVYKDLEPFTYFFYLVFLVGIIGSCFATWAFIQKNTNHRCVSIYLINLLTADFLLTLALPVKIVVDLGVAPWKLKIFHCQVTACLIYINMYLSIIFLAFVSIDRCLQLTHSCKIYRIQEPGFAKMISTVVWLMVLLIMVPNMMIPIKDIKEKSNVGCMEFKKEFGRNWHLLTNFICVAIFLNFSAIILISNCLVIRQLYRNKDNENYPNVKKALINILLVTTGYIICFVPYHIVRIPYTLSQTEVITDCSTRISLFKAKEATLLLAVSNLCFDPILYYHLSKAFRSKVTETF.... (4) The miRNA is mmu-miR-5104 with sequence CUGUGCUAGUGAGGUGGCUCAGCA. The protein sequence of the target gene is MAKGRGSASWSARAIVTLMAVSVLLLQADYVQAATYTVGDSGIWTFNAVGWPKGKHFRAGDVLVFNYNPRMHNVVKVDSGSYNNCKTPTGAKPYTSGKDRITLSKGQNFFICNFPNHCESDMKIAVTAV. Result: 0 (no interaction).